This data is from Forward reaction prediction with 1.9M reactions from USPTO patents (1976-2016). The task is: Predict the product of the given reaction. Given the reactants [CH2:1]([O:8][C:9](=[O:36])[NH:10][C:11]([C:13]1[CH:18]=[CH:17][C:16]([CH2:19][NH:20][C:21](=[O:35])[CH:22]([C:26]2[C:31]([F:32])=[CH:30][C:29]([OH:33])=[CH:28][C:27]=2[F:34])[O:23][CH2:24][CH3:25])=[CH:15][CH:14]=1)=[NH:12])[C:2]1[CH:7]=[CH:6][CH:5]=[CH:4][CH:3]=1.O[CH2:38][CH2:39][N:40]1[CH2:45][CH2:44][O:43][CH2:42][CH2:41]1.C1(P(C2C=CC=CC=2)C2C=CC=CC=2)C=CC=CC=1.N(C(OC(C)(C)C)=O)=NC(OC(C)(C)C)=O, predict the reaction product. The product is: [CH2:1]([O:8][C:9](=[O:36])[NH:10][C:11]([C:13]1[CH:18]=[CH:17][C:16]([CH2:19][NH:20][C:21](=[O:35])[CH:22]([C:26]2[C:31]([F:32])=[CH:30][C:29]([O:33][CH2:38][CH2:39][N:40]3[CH2:45][CH2:44][O:43][CH2:42][CH2:41]3)=[CH:28][C:27]=2[F:34])[O:23][CH2:24][CH3:25])=[CH:15][CH:14]=1)=[NH:12])[C:2]1[CH:3]=[CH:4][CH:5]=[CH:6][CH:7]=1.